From a dataset of Catalyst prediction with 721,799 reactions and 888 catalyst types from USPTO. Predict which catalyst facilitates the given reaction. (1) Reactant: [NH2:1][C@@H:2]1[C@H:7]([CH3:8])[CH2:6][CH2:5][N:4]([C:9]([O:11][C:12]([CH3:15])([CH3:14])[CH3:13])=[O:10])[CH2:3]1.CCN(C(C)C)C(C)C.[CH3:25][N:26]([CH3:30])[C:27](Cl)=[O:28]. Product: [CH3:25][N:26]([CH3:30])[C:27](=[O:28])[NH:1][C@@H:2]1[C@H:7]([CH3:8])[CH2:6][CH2:5][N:4]([C:9]([O:11][C:12]([CH3:14])([CH3:13])[CH3:15])=[O:10])[CH2:3]1. The catalyst class is: 49. (2) Reactant: [CH3:1][O:2][C:3]([C:5]1[CH:6]=[N:7][CH:8]=[C:9]([C:11]([O:13][CH3:14])=[O:12])[CH:10]=1)=[O:4]. Product: [CH3:1][O:2][C:3]([CH:5]1[CH2:10][CH:9]([C:11]([O:13][CH3:14])=[O:12])[CH2:8][NH:7][CH2:6]1)=[O:4]. The catalyst class is: 5. (3) Reactant: [F:1][C:2]([F:13])([F:12])[C:3]1[CH:7]=[C:6]([C:8]([F:11])([F:10])[F:9])[NH:5][N:4]=1.C1C(=O)N([Cl:21])C(=O)C1. Product: [Cl:21][C:7]1[C:6]([C:8]([F:9])([F:10])[F:11])=[N:5][NH:4][C:3]=1[C:2]([F:1])([F:12])[F:13]. The catalyst class is: 23. (4) The catalyst class is: 58. Reactant: [N-:1]=[N+]=[N-].[Na+].Cl[C:6]1[N:7]=[C:8]([NH:13][C:14]2[CH:19]=[CH:18][CH:17]=[CH:16][CH:15]=2)[S:9][C:10]=1[CH:11]=[O:12].O.[SH-].[Na+]. Product: [NH2:1][C:6]1[N:7]=[C:8]([NH:13][C:14]2[CH:19]=[CH:18][CH:17]=[CH:16][CH:15]=2)[S:9][C:10]=1[CH:11]=[O:12]. (5) Reactant: [CH3:1][O:2][C:3]1[CH:4]=[C:5]([NH:11][C:12]2[C:13]3[N:29]=[CH:28][S:27][C:14]=3[N:15]=[C:16]([N:18]3[CH2:23][CH2:22][CH2:21][CH:20]([C:24]([OH:26])=O)[CH2:19]3)[N:17]=2)[CH:6]=[CH:7][C:8]=1[O:9][CH3:10].[N:30]1[CH:35]=[CH:34][N:33]=[CH:32][C:31]=1[NH2:36].O=P(Cl)(Cl)Cl.C([O-])(O)=O.[Na+]. Product: [CH3:1][O:2][C:3]1[CH:4]=[C:5]([NH:11][C:12]2[C:13]3[N:29]=[CH:28][S:27][C:14]=3[N:15]=[C:16]([N:18]3[CH2:23][CH2:22][CH2:21][CH:20]([C:24]([NH:36][C:31]4[CH:32]=[N:33][CH:34]=[CH:35][N:30]=4)=[O:26])[CH2:19]3)[N:17]=2)[CH:6]=[CH:7][C:8]=1[O:9][CH3:10]. The catalyst class is: 17. (6) Reactant: [Li+].[OH-].C[O:4][C:5](=[O:31])[CH2:6][N:7]1[CH:11]=[C:10]([C:12]#[N:13])[C:9]([C:14]2[CH:19]=[C:18]([C:20]([F:23])([F:22])[F:21])[CH:17]=[C:16]([S:24]([CH2:27][CH2:28][CH2:29][CH3:30])(=[O:26])=[O:25])[CH:15]=2)=[CH:8]1.C1COCC1.Cl. Product: [CH2:27]([S:24]([C:16]1[CH:15]=[C:14]([C:9]2[C:10]([C:12]#[N:13])=[CH:11][N:7]([CH2:6][C:5]([OH:31])=[O:4])[CH:8]=2)[CH:19]=[C:18]([C:20]([F:22])([F:21])[F:23])[CH:17]=1)(=[O:26])=[O:25])[CH2:28][CH2:29][CH3:30]. The catalyst class is: 34. (7) Reactant: [OH-:1].[Na+].[CH2:3]([O:10][C:11]1[CH:18]=[C:17]([C:19]([F:22])([F:21])[F:20])[CH:16]=[C:15]([O:23][CH3:24])[C:12]=1[C:13]#[N:14])[C:4]1[CH:9]=[CH:8][CH:7]=[CH:6][CH:5]=1. Product: [CH2:3]([O:10][C:11]1[CH:18]=[C:17]([C:19]([F:20])([F:21])[F:22])[CH:16]=[C:15]([O:23][CH3:24])[C:12]=1[C:13]([NH2:14])=[O:1])[C:4]1[CH:5]=[CH:6][CH:7]=[CH:8][CH:9]=1. The catalyst class is: 97.